From a dataset of Full USPTO retrosynthesis dataset with 1.9M reactions from patents (1976-2016). Predict the reactants needed to synthesize the given product. (1) Given the product [NH2:33][C:31]1[N:30]=[N:29][C:10]([C:12]2[CH:17]=[CH:16][C:15]([CH3:18])=[CH:14][CH:13]=2)=[C:8]([C:5]2[CH:6]=[CH:7][C:2]([CH3:1])=[CH:3][CH:4]=2)[N:32]=1, predict the reactants needed to synthesize it. The reactants are: [CH3:1][C:2]1[CH:7]=[CH:6][C:5]([C:8]([C:10]([C:12]2[CH:17]=[CH:16][C:15]([CH3:18])=[CH:14][CH:13]=2)=O)=O)=[CH:4][CH:3]=1.S(O)(=O)(=O)C.S(O)(=O)(=O)C.[NH2:29][NH:30][C:31]([NH2:33])=[NH:32]. (2) Given the product [NH2:22][C:19]1[CH:20]=[CH:21][C:16]2[O:15][CH2:14][CH2:13][N:12]([C:10]([C:4]3[CH:3]=[C:2]([Cl:1])[C:7]([OH:8])=[C:6]([Cl:9])[CH:5]=3)=[O:11])[C:17]=2[CH:18]=1, predict the reactants needed to synthesize it. The reactants are: [Cl:1][C:2]1[CH:3]=[C:4]([C:10]([N:12]2[C:17]3[CH:18]=[C:19]([N+:22]([O-])=O)[CH:20]=[CH:21][C:16]=3[O:15][CH2:14][CH2:13]2)=[O:11])[CH:5]=[C:6]([Cl:9])[C:7]=1[OH:8]. (3) The reactants are: C([O:3][CH:4](OCC)[CH2:5][O:6][C@@H:7]([C@@H:11]1[CH2:15][CH2:14][CH2:13][O:12]1)[CH2:8][CH:9]=[CH2:10])C.C[C@@H]1C[C@H]1C(OCC=O)CC=C. Given the product [O:12]1[CH2:13][CH2:14][CH2:15][C@H:11]1[C@H:7]([O:6][CH2:5][CH:4]=[O:3])[CH2:8][CH:9]=[CH2:10], predict the reactants needed to synthesize it. (4) Given the product [Cl:1][C:2]1[CH:7]=[C:6]([C:8]2[N:23]=[C:21]([NH:20][CH2:18][CH3:19])[S:22][C:9]=2[C:10]2[CH:15]=[CH:14][N:13]=[C:12]([Cl:16])[N:11]=2)[CH:5]=[CH:4][N:3]=1, predict the reactants needed to synthesize it. The reactants are: [Cl:1][C:2]1[CH:7]=[C:6]([C:8](=O)[CH2:9][C:10]2[CH:15]=[CH:14][N:13]=[C:12]([Cl:16])[N:11]=2)[CH:5]=[CH:4][N:3]=1.[CH2:18]([NH:20][C:21]([NH2:23])=[S:22])[CH3:19]. (5) Given the product [CH3:27][C:28]1[N:29]=[C:30]([C:34]2[CH:39]=[CH:38][C:37]([C:6]3[CH:5]=[C:4]([C:9]4[N:10]=[C:11]([C:21]5[CH:22]=[CH:23][CH:24]=[CH:25][CH:26]=5)[N:12]=[C:13]([C:15]5[CH:16]=[CH:17][CH:18]=[CH:19][CH:20]=5)[N:14]=4)[CH:3]=[C:2]([C:37]4[CH:36]=[CH:35][C:34]([C:30]5[CH:31]=[CH:32][CH:33]=[C:28]([CH3:27])[N:29]=5)=[CH:39][CH:38]=4)[CH:7]=3)=[CH:36][CH:35]=2)[CH:31]=[CH:32][CH:33]=1, predict the reactants needed to synthesize it. The reactants are: Br[C:2]1[CH:3]=[C:4]([C:9]2[N:14]=[C:13]([C:15]3[CH:20]=[CH:19][CH:18]=[CH:17][CH:16]=3)[N:12]=[C:11]([C:21]3[CH:26]=[CH:25][CH:24]=[CH:23][CH:22]=3)[N:10]=2)[CH:5]=[C:6](Br)[CH:7]=1.[CH3:27][C:28]1[CH:33]=[CH:32][CH:31]=[C:30]([C:34]2[CH:39]=[CH:38][C:37](B3OC(C)(C)C(C)(C)O3)=[CH:36][CH:35]=2)[N:29]=1.P([O-])([O-])([O-])=O.[K+].[K+].[K+]. (6) Given the product [C:1]([C:4]1[CH:13]([C:14]2[C:23]3[C:18](=[CH:19][CH:20]=[CH:21][CH:22]=3)[C:17]([C:24]#[N:25])=[CH:16][CH:15]=2)[C:12]2[C:7](=[CH:8][CH:9]=[N:10][C:11]=2[O:26][CH2:36][CH3:37])[NH:6][C:5]=1[CH3:27])(=[O:3])[CH3:2], predict the reactants needed to synthesize it. The reactants are: [C:1]([C:4]1[CH:13]([C:14]2[C:23]3[C:18](=[CH:19][CH:20]=[CH:21][CH:22]=3)[C:17]([C:24]#[N:25])=[CH:16][CH:15]=2)[C:12]2[C:11](=[O:26])[NH:10][CH:9]=[CH:8][C:7]=2[NH:6][C:5]=1[CH3:27])(=[O:3])[CH3:2].ClCCl.F[B-](F)(F)F.[CH2:36]([O+](CC)CC)[CH3:37].CO.